Dataset: Full USPTO retrosynthesis dataset with 1.9M reactions from patents (1976-2016). Task: Predict the reactants needed to synthesize the given product. (1) Given the product [Br:19][C:20]1[CH:27]=[C:26]([C:10]([NH:28][C:12](=[O:14])[O:29][C:41]([CH3:42])([CH3:43])[CH3:44])([CH3:11])[CH3:15])[CH:25]=[CH:22][CH:21]=1, predict the reactants needed to synthesize it. The reactants are: [Cl-].[Ce+3].[Cl-].[Cl-].C[Li].C(O[CH2:10][CH3:11])C.[C:12](=[O:14])=O.[CH3:15]C(C)=O.[Br:19][C:20]1[CH:21]=[C:22]([CH:25]=[CH:26][CH:27]=1)C#N.[NH4+:28].[OH-:29].C(OC(O[C:41]([CH3:44])([CH3:43])[CH3:42])=O)(O[C:41]([CH3:44])([CH3:43])[CH3:42])=O.C(O)(=O)CC(CC(O)=O)(C(O)=O)O. (2) Given the product [CH2:10]([O:12][C:13](=[O:23])[C:14]1[CH:19]=[C:18]([F:20])[C:17]([N:40]2[CH2:41][CH2:42][CH:37]([C:35](=[O:36])[NH:34][S:31]([CH2:24][C:25]3[CH:30]=[CH:29][CH:28]=[CH:27][CH:26]=3)(=[O:33])=[O:32])[CH2:38][CH2:39]2)=[N:16][C:15]=1[Cl:22])[CH3:11], predict the reactants needed to synthesize it. The reactants are: CCN(C(C)C)C(C)C.[CH2:10]([O:12][C:13](=[O:23])[C:14]1[CH:19]=[C:18]([F:20])[C:17](Cl)=[N:16][C:15]=1[Cl:22])[CH3:11].[CH2:24]([S:31]([NH:34][C:35]([CH:37]1[CH2:42][CH2:41][NH:40][CH2:39][CH2:38]1)=[O:36])(=[O:33])=[O:32])[C:25]1[CH:30]=[CH:29][CH:28]=[CH:27][CH:26]=1.N#N. (3) Given the product [ClH:26].[NH2:3][C:6]1[CH:7]=[C:32]([C:27]([CH3:19])([CH3:45])[C:28]([O:55][CH3:54])=[O:35])[CH:31]=[CH:30][C:29]=1[O:33][CH3:34], predict the reactants needed to synthesize it. The reactants are: C([N:3]([CH2:6][CH3:7])CC)C.C(OCC(C)(C)CN1C2C=CC([Cl:26])=CC=2[C@@H:19]([C:27]2[CH:32]=[CH:31][CH:30]=[C:29]([O:33][CH3:34])[C:28]=2[O:35]C)O[C@H](CC(O)=O)C1=O)(=O)C.Cl[C:45](OCC(C)C)=O.CN(C)[CH:54]=[O:55]. (4) Given the product [Cl:10][C:14]1[N:15]=[C:16]([C:27]2[C:35]3[C:30](=[N:31][C:32]([CH3:36])=[CH:33][CH:34]=3)[N:29]([CH2:37][O:38][CH2:39][CH2:40][Si:41]([CH3:44])([CH3:43])[CH3:42])[N:28]=2)[N:17]=[N:18][C:19]=1[C:20]([CH3:26])([CH3:25])[C:21]([O:23][CH3:24])=[O:22], predict the reactants needed to synthesize it. The reactants are: S1(=O)(=O)CCCC1.O=P(Cl)(Cl)[Cl:10].O[C:14]1[N:15]=[C:16]([C:27]2[C:35]3[C:30](=[N:31][C:32]([CH3:36])=[CH:33][CH:34]=3)[N:29]([CH2:37][O:38][CH2:39][CH2:40][Si:41]([CH3:44])([CH3:43])[CH3:42])[N:28]=2)[N:17]=[N:18][C:19]=1[C:20]([CH3:26])([CH3:25])[C:21]([O:23][CH3:24])=[O:22]. (5) Given the product [F:31][C:28]1[CH:29]=[CH:30][C:25]([CH2:24][C:9]2[C:10]([CH3:13])=[C:11]([CH3:12])[C:2]([OH:1])=[C:3]([CH:8]=2)[C:4]([O:6][CH3:7])=[O:5])=[CH:26][C:27]=1[O:32][CH3:33], predict the reactants needed to synthesize it. The reactants are: [OH:1][C:2]1[C:11]([CH3:12])=[C:10]([CH3:13])[C:9](B2OC(C)(C)C(C)(C)O2)=[CH:8][C:3]=1[C:4]([O:6][CH3:7])=[O:5].Br[CH2:24][C:25]1[CH:30]=[CH:29][C:28]([F:31])=[C:27]([O:32][CH3:33])[CH:26]=1.C(=O)([O-])[O-].[Na+].[Na+].